From a dataset of TCR-epitope binding with 47,182 pairs between 192 epitopes and 23,139 TCRs. Binary Classification. Given a T-cell receptor sequence (or CDR3 region) and an epitope sequence, predict whether binding occurs between them. The epitope is KLNVGDYFV. The TCR CDR3 sequence is CASSQEDWYNEQFF. Result: 0 (the TCR does not bind to the epitope).